From a dataset of Full USPTO retrosynthesis dataset with 1.9M reactions from patents (1976-2016). Predict the reactants needed to synthesize the given product. (1) Given the product [F:25][C:13]1[CH:12]=[C:11]([N:8]2[C:6]3[N:7]=[C:2]([NH:26][C:27]4[CH:28]=[CH:29][C:30]([C:33]([N:35]5[CH2:36][CH2:37][N:38]([CH3:41])[CH2:39][CH2:40]5)=[O:34])=[CH:31][CH:32]=4)[N:3]=[CH:4][C:5]=3[CH:10]=[CH:9]2)[CH:16]=[C:15]([F:17])[C:14]=1[CH2:18][N:19]1[CH2:24][CH2:23][O:22][CH2:21][CH2:20]1, predict the reactants needed to synthesize it. The reactants are: Cl[C:2]1[N:3]=[CH:4][C:5]2[CH:10]=[CH:9][N:8]([C:11]3[CH:16]=[C:15]([F:17])[C:14]([CH2:18][N:19]4[CH2:24][CH2:23][O:22][CH2:21][CH2:20]4)=[C:13]([F:25])[CH:12]=3)[C:6]=2[N:7]=1.[NH2:26][C:27]1[CH:32]=[CH:31][C:30]([C:33]([N:35]2[CH2:40][CH2:39][N:38]([CH3:41])[CH2:37][CH2:36]2)=[O:34])=[CH:29][CH:28]=1.CC([O-])(C)C.[K+]. (2) Given the product [CH2:1]([O:3][C:4]([C:6]1[CH:7]=[N:8][C:9]2[C:14]([C:15]=1[NH:26][CH2:25][C:24]1[CH:27]=[CH:28][CH:29]=[C:22]([O:21][CH3:20])[CH:23]=1)=[CH:13][CH:12]=[CH:11][C:10]=2[NH2:17])=[O:5])[CH3:2], predict the reactants needed to synthesize it. The reactants are: [CH2:1]([O:3][C:4]([C:6]1[CH:7]=[N:8][C:9]2[C:14]([C:15]=1Cl)=[CH:13][CH:12]=[CH:11][C:10]=2[N+:17]([O-])=O)=[O:5])[CH3:2].[CH3:20][O:21][C:22]1[CH:23]=[C:24]([CH:27]=[CH:28][CH:29]=1)[CH2:25][NH2:26].